Dataset: Catalyst prediction with 721,799 reactions and 888 catalyst types from USPTO. Task: Predict which catalyst facilitates the given reaction. (1) The catalyst class is: 20. Reactant: [Cl:1][C:2]1[S:6][C:5]([C:7]([O:9]C)=[O:8])=[CH:4][C:3]=1[C:11]1[N:15]([CH3:16])[N:14]=[CH:13][C:12]=1[CH3:17].[OH-].[K+]. Product: [Cl:1][C:2]1[S:6][C:5]([C:7]([OH:9])=[O:8])=[CH:4][C:3]=1[C:11]1[N:15]([CH3:16])[N:14]=[CH:13][C:12]=1[CH3:17]. (2) Reactant: [F:1][C:2]([F:13])([F:12])[C:3]1[CH:11]=[CH:10][C:6]([C:7](Cl)=[O:8])=[CH:5][CH:4]=1.[CH3:14][N:15]([CH3:23])[CH:16]=[CH:17][C:18]([O:20][CH2:21][CH3:22])=[O:19].C(N(CC)CC)C.C(OCC)(=O)C. Product: [CH3:14][N:15]([CH3:23])/[CH:16]=[C:17](\[C:7](=[O:8])[C:6]1[CH:10]=[CH:11][C:3]([C:2]([F:13])([F:12])[F:1])=[CH:4][CH:5]=1)/[C:18]([O:20][CH2:21][CH3:22])=[O:19]. The catalyst class is: 30.